Dataset: Forward reaction prediction with 1.9M reactions from USPTO patents (1976-2016). Task: Predict the product of the given reaction. (1) Given the reactants FC1C=CC=CC=1C1NC2C(=NC=NC=2)N=1.[F:17][C:18]1[C:26](F)=[CH:25][CH:24]=[CH:23][C:19]=1[C:20]([OH:22])=[O:21], predict the reaction product. The product is: [F:17][C:18]1[CH:26]=[CH:25][CH:24]=[CH:23][C:19]=1[C:20]([OH:22])=[O:21]. (2) Given the reactants [Li]CCCC.Cl[CH2:7][CH2:8][CH2:9][Si:10]([CH:13]1[CH:17]=[CH:16][CH:15]=[CH:14]1)([CH3:12])[CH3:11].O.CCCCC, predict the reaction product. The product is: [CH3:11][Si:10]1([CH3:12])[CH2:9][CH2:8][CH2:7][C:14]2=[CH:15][CH:16]=[CH:17][CH:13]12. (3) Given the reactants [O:1]1[CH2:6][CH2:5][CH2:4][CH2:3][CH:2]1[N:7]1[C:11]2[CH:12]=[CH:13][C:14]([C:16]([OH:18])=O)=[CH:15][C:10]=2[N:9]=[CH:8]1.CCN=C=NCCCN(C)C.Cl.C1C=CC2N(O)N=NC=2C=1.Cl.[CH3:42][O:43][NH:44][CH3:45], predict the reaction product. The product is: [CH3:42][O:43][N:44]([CH3:45])[C:16]([C:14]1[CH:13]=[CH:12][C:11]2[N:7]([CH:2]3[CH2:3][CH2:4][CH2:5][CH2:6][O:1]3)[CH:8]=[N:9][C:10]=2[CH:15]=1)=[O:18]. (4) Given the reactants [CH:1]1[C:14]2[C:5](=[CH:6][C:7]3[C:12]([C:13]=2[CH2:15][OH:16])=[CH:11][CH:10]=[CH:9][CH:8]=3)[CH:4]=[CH:3][CH:2]=1.[CH2:17]([NH2:20])[CH2:18][CH3:19].Cl.CN(C)[CH:24]=[O:25], predict the reaction product. The product is: [CH2:17]([NH:20][C:24](=[O:25])[O:16][CH2:15][C:13]1[C:12]2[C:7]([CH:6]=[C:5]3[C:14]=1[CH:1]=[CH:2][CH:3]=[CH:4]3)=[CH:8][CH:9]=[CH:10][CH:11]=2)[CH2:18][CH3:19]. (5) Given the reactants [C:1]([C:5]1[CH:10]=[CH:9][C:8]([OH:11])=[CH:7][CH:6]=1)([CH3:4])([CH3:3])[CH3:2].C(Cl)[Cl:13], predict the reaction product. The product is: [C:1]([C:5]1[CH:6]=[CH:7][C:8]([OH:11])=[C:9]([Cl:13])[CH:10]=1)([CH3:4])([CH3:2])[CH3:3].